Dataset: Reaction yield outcomes from USPTO patents with 853,638 reactions. Task: Predict the reaction yield, written as a fraction of the theoretical maximum amount of product (1.0 means a 100% yield; for example, 0.34 means a 34% yield). The reactants are [F:1][C:2]1[CH:7]=[CH:6][C:5]([C@H:8]([CH2:12][C:13]([N:15]2[CH2:20][CH2:19][O:18][CH2:17][CH2:16]2)=[O:14])[C:9]([OH:11])=O)=[CH:4][CH:3]=1.[NH2:21][C@@H:22]([CH:25]([CH3:27])[CH3:26])[CH2:23][OH:24].CN(C(ON1N=NC2C=CC=NC1=2)=[N+](C)C)C.F[P-](F)(F)(F)(F)F.C(N(C(C)C)CC)(C)C. The catalyst is C(Cl)Cl.CCCCCC.CCOC(C)=O. The product is [F:1][C:2]1[CH:3]=[CH:4][C:5]([C@H:8]([CH2:12][C:13]([N:15]2[CH2:20][CH2:19][O:18][CH2:17][CH2:16]2)=[O:14])[C:9]([NH:21][C@H:22]([CH2:23][OH:24])[CH:25]([CH3:27])[CH3:26])=[O:11])=[CH:6][CH:7]=1. The yield is 0.410.